From a dataset of Catalyst prediction with 721,799 reactions and 888 catalyst types from USPTO. Predict which catalyst facilitates the given reaction. (1) Reactant: [C:1](OC(C)(C)C)(=[O:3])[CH3:2].[Cl:9][C:10]1[CH:11]=[C:12]([C:16]([C:18]2[CH:19]=[N:20][CH:21]=[CH:22][C:23]=2[NH:24][CH3:25])=O)[CH:13]=[CH:14][CH:15]=1. Product: [Cl:9][C:10]1[CH:11]=[C:12]([C:16]2[C:18]3[C:23](=[CH:22][CH:21]=[N:20][CH:19]=3)[N:24]([CH3:25])[C:1](=[O:3])[CH:2]=2)[CH:13]=[CH:14][CH:15]=1. The catalyst class is: 20. (2) Product: [O:8]([C:15]1[CH:21]=[CH:20][CH:19]=[CH:18][C:16]=1[NH:17][S:2]([NH:5][C:6]([NH:31][C:32]1[S:33][CH:34]=[CH:35][N:36]=1)=[O:7])(=[O:4])=[O:3])[C:9]1[CH:10]=[CH:11][CH:12]=[CH:13][CH:14]=1. The catalyst class is: 7. Reactant: Cl[S:2]([N:5]=[C:6]=[O:7])(=[O:4])=[O:3].[O:8]([C:15]1[CH:21]=[CH:20][CH:19]=[CH:18][C:16]=1[NH2:17])[C:9]1[CH:14]=[CH:13][CH:12]=[CH:11][CH:10]=1.CCN(C(C)C)C(C)C.[NH2:31][C:32]1[S:33][CH:34]=[CH:35][N:36]=1.